Dataset: Catalyst prediction with 721,799 reactions and 888 catalyst types from USPTO. Task: Predict which catalyst facilitates the given reaction. (1) Reactant: [Br:1][C:2]1[CH:7]=[CH:6][C:5]([CH:8]2[C:10]3([C:19]([CH3:21])([CH3:20])[O:18][C:12]4([CH2:17][CH2:16][CH2:15][CH2:14][CH2:13]4)[C:11]3=[O:22])[O:9]2)=[C:4]([CH2:23][CH3:24])[CH:3]=1.BrC1C=CC(C2C3(C(=O)C(C)(C)OC43CCCCC4)O2)=C(CC)C=1.S(=O)(=O)(O)O. Product: [Br:1][C:2]1[CH:7]=[CH:6][C:5]([CH:8]2[C:11](=[O:22])[C:12]3([CH2:17][CH2:16][CH2:15][CH2:14][CH2:13]3)[O:18][C:19]([CH3:21])([CH3:20])[C:10]2=[O:9])=[C:4]([CH2:23][CH3:24])[CH:3]=1. The catalyst class is: 4. (2) Reactant: [CH2:1]([C:3]1([CH2:8][C:9](OC)=[O:10])[O:7][CH2:6][CH2:5][O:4]1)[CH3:2].[H-].[H-].[H-].[H-].[Li+].[Al+3].C(OCC)(=O)C. Product: [CH2:1]([C:3]1([CH2:8][CH2:9][OH:10])[O:7][CH2:6][CH2:5][O:4]1)[CH3:2]. The catalyst class is: 1. (3) Reactant: [CH3:1][CH:2]([CH3:39])[CH2:3][C@H:4]([NH:26][C:27]([C:29]1[CH:30]=[C:31]2[C:36](=[CH:37][CH:38]=1)[N:35]=[CH:34][CH:33]=[CH:32]2)=[O:28])[C:5](=[O:25])[NH:6][C@H:7]1[CH2:13][CH2:12][C@@H:11]([CH3:14])[N:10]([S:15]([C:18]2[CH:23]=[CH:22][CH:21]=[CH:20][N:19]=2)(=[O:17])=[O:16])[CH2:9][CH:8]1[OH:24].C(N(CC)CC)C. Product: [CH3:1][CH:2]([CH3:39])[CH2:3][C@H:4]([NH:26][C:27]([C:29]1[CH:30]=[C:31]2[C:36](=[CH:37][CH:38]=1)[N:35]=[CH:34][CH:33]=[CH:32]2)=[O:28])[C:5](=[O:25])[NH:6][C@H:7]1[CH2:13][CH2:12][C@@H:11]([CH3:14])[N:10]([S:15]([C:18]2[CH:23]=[CH:22][CH:21]=[CH:20][N:19]=2)(=[O:17])=[O:16])[CH2:9][C:8]1=[O:24]. The catalyst class is: 58. (4) Reactant: N1C=CN=C1.[I:6]I.C1(P(C2C=CC=CC=2)C2C=CC=CC=2)C=CC=CC=1.[O:27]([CH2:45][C@H:46]([CH3:49])[CH2:47]O)[Si:28]([C:41]([CH3:44])([CH3:43])[CH3:42])([C:35]1[CH:40]=[CH:39][CH:38]=[CH:37][CH:36]=1)[C:29]1[CH:34]=[CH:33][CH:32]=[CH:31][CH:30]=1. Product: [O:27]([CH2:45][C@H:46]([CH3:49])[CH2:47][I:6])[Si:28]([C:41]([CH3:44])([CH3:43])[CH3:42])([C:35]1[CH:40]=[CH:39][CH:38]=[CH:37][CH:36]=1)[C:29]1[CH:34]=[CH:33][CH:32]=[CH:31][CH:30]=1. The catalyst class is: 4.